Dataset: Reaction yield outcomes from USPTO patents with 853,638 reactions. Task: Predict the reaction yield, written as a fraction of the theoretical maximum amount of product (1.0 means a 100% yield; for example, 0.34 means a 34% yield). (1) The reactants are Cl[C:2]1[CH:7]=[CH:6][C:5]([C:8]([NH:10][C@@H:11]([CH:16]2[CH2:21][CH2:20][CH2:19][CH2:18][CH2:17]2)[C:12]([O:14][CH3:15])=[O:13])=[O:9])=[C:4]([NH:22][C:23]([NH:25][C:26]2[C:31]([CH3:32])=[CH:30][C:29]([CH3:33])=[CH:28][C:27]=2[CH3:34])=[O:24])[CH:3]=1.[O:35]1[C:40]2[CH:41]=[CH:42][C:43](B(O)O)=[CH:44][C:39]=2[O:38][CH2:37][CH2:36]1.[F-].[Cs+].O. The catalyst is C1CCC(P(C2CCCCC2)C2CCCCC2)CC1.C1CCC(P(C2CCCCC2)C2CCCCC2)CC1.Cl[Pd]Cl.CCCCCC.C(OCC)(=O)C.C(#N)C. The product is [CH:16]1([C@H:11]([NH:10][C:8]([C:5]2[CH:6]=[CH:7][C:2]([C:43]3[CH:42]=[CH:41][C:40]4[O:35][CH2:36][CH2:37][O:38][C:39]=4[CH:44]=3)=[CH:3][C:4]=2[NH:22][C:23]([NH:25][C:26]2[C:31]([CH3:32])=[CH:30][C:29]([CH3:33])=[CH:28][C:27]=2[CH3:34])=[O:24])=[O:9])[C:12]([O:14][CH3:15])=[O:13])[CH2:21][CH2:20][CH2:19][CH2:18][CH2:17]1. The yield is 0.780. (2) The reactants are [CH:1]1([N:4]2[CH2:9][C:8]3([CH2:14][CH2:13][N:12]([S:15]([C:18]4[CH:23]=[CH:22][C:21](B5OC(C)(C)C(C)(C)O5)=[CH:20][CH:19]=4)(=[O:17])=[O:16])[CH2:11][CH2:10]3)[O:7][CH2:6][C:5]2=[O:33])[CH2:3][CH2:2]1.Br[C:35]1[CH:44]=[C:43]2[C:38]([CH:39]=[C:40]([C:45]([NH2:47])=[O:46])[CH:41]=[N:42]2)=[CH:37][CH:36]=1.C(=O)([O-])[O-].[K+].[K+]. The catalyst is O1CCOCC1.O.C1C=CC([P]([Pd]([P](C2C=CC=CC=2)(C2C=CC=CC=2)C2C=CC=CC=2)([P](C2C=CC=CC=2)(C2C=CC=CC=2)C2C=CC=CC=2)[P](C2C=CC=CC=2)(C2C=CC=CC=2)C2C=CC=CC=2)(C2C=CC=CC=2)C2C=CC=CC=2)=CC=1. The product is [CH:1]1([N:4]2[CH2:9][C:8]3([CH2:10][CH2:11][N:12]([S:15]([C:18]4[CH:19]=[CH:20][C:21]([C:35]5[CH:44]=[C:43]6[C:38]([CH:39]=[C:40]([C:45]([NH2:47])=[O:46])[CH:41]=[N:42]6)=[CH:37][CH:36]=5)=[CH:22][CH:23]=4)(=[O:16])=[O:17])[CH2:13][CH2:14]3)[O:7][CH2:6][C:5]2=[O:33])[CH2:2][CH2:3]1. The yield is 0.610. (3) The reactants are C(OC([N:8]1[CH2:13][CH2:12][CH2:11][C@H:10]([C:14](=[O:24])[N:15]([C:17]2[CH:22]=[CH:21][C:20]([F:23])=[CH:19][CH:18]=2)[CH3:16])[CH2:9]1)=O)(C)(C)C.[ClH:25]. The catalyst is ClCCl. The product is [ClH:25].[F:23][C:20]1[CH:19]=[CH:18][C:17]([N:15]([CH3:16])[C:14]([C@H:10]2[CH2:11][CH2:12][CH2:13][NH:8][CH2:9]2)=[O:24])=[CH:22][CH:21]=1. The yield is 0.960. (4) The reactants are [CH:1](=O)[C:2]1[CH:7]=[CH:6][CH:5]=[CH:4][CH:3]=1.[C:9](#[N:13])[CH2:10][C:11]#[N:12].C(N(CC)CC)C.[C:21]1([N:27]2[C:31](=[O:32])[CH2:30][C:29]([C:33]3[CH:38]=[CH:37][CH:36]=[CH:35][CH:34]=3)=[N:28]2)[CH:26]=[CH:25][CH:24]=[CH:23][CH:22]=1. The catalyst is C(O)C. The product is [NH2:12][C:11]1[O:32][C:31]2[N:27]([C:21]3[CH:26]=[CH:25][CH:24]=[CH:23][CH:22]=3)[N:28]=[C:1]([C:2]3[CH:7]=[CH:6][CH:5]=[CH:4][CH:3]=3)[C:30]=2[CH:29]([C:33]2[CH:38]=[CH:37][CH:36]=[CH:35][CH:34]=2)[C:10]=1[C:9]#[N:13]. The yield is 0.290.